From a dataset of Peptide-MHC class I binding affinity with 185,985 pairs from IEDB/IMGT. Regression. Given a peptide amino acid sequence and an MHC pseudo amino acid sequence, predict their binding affinity value. This is MHC class I binding data. The peptide sequence is MDVNPTLLF. The MHC is HLA-B45:01 with pseudo-sequence HLA-B45:01. The binding affinity (normalized) is 0.